From a dataset of Reaction yield outcomes from USPTO patents with 853,638 reactions. Predict the reaction yield, written as a fraction of the theoretical maximum amount of product (1.0 means a 100% yield; for example, 0.34 means a 34% yield). (1) The reactants are [CH:1]1([CH2:4][C@H:5]([NH:12]C(=O)OC(C)(C)C)[C:6]2[N:10]=[C:9]([CH3:11])[O:8][N:7]=2)[CH2:3][CH2:2]1.O. The catalyst is Cl. The product is [CH:1]1([CH2:4][C@H:5]([NH2:12])[C:6]2[N:10]=[C:9]([CH3:11])[O:8][N:7]=2)[CH2:3][CH2:2]1. The yield is 0.800. (2) The reactants are [CH2:1]([O:19][C:20]1[CH:21]=[C:22]([CH:27]=[C:28]([O:49][CH2:50][CH2:51][CH2:52][CH2:53][CH2:54][CH2:55][CH2:56][CH2:57][CH2:58][CH2:59][CH2:60][CH2:61][CH2:62][CH2:63][CH2:64][CH2:65][CH2:66][CH3:67])[C:29]=1[O:30][CH2:31][CH2:32][CH2:33][CH2:34][CH2:35][CH2:36][CH2:37][CH2:38][CH2:39][CH2:40][CH2:41][CH2:42][CH2:43][CH2:44][CH2:45][CH2:46][CH2:47][CH3:48])[C:23]([O:25][CH3:26])=[O:24])[CH2:2][CH2:3][CH2:4][CH2:5][CH2:6][CH2:7][CH2:8][CH2:9][CH2:10][CH2:11][CH2:12][CH2:13][CH2:14][CH2:15][CH2:16][CH2:17][CH3:18].C1CCCCC1. The catalyst is [C].[Rh].O1CCCC1. The product is [CH2:1]([O:19][CH:20]1[CH:29]([O:30][CH2:31][CH2:32][CH2:33][CH2:34][CH2:35][CH2:36][CH2:37][CH2:38][CH2:39][CH2:40][CH2:41][CH2:42][CH2:43][CH2:44][CH2:45][CH2:46][CH2:47][CH3:48])[CH:28]([O:49][CH2:50][CH2:51][CH2:52][CH2:53][CH2:54][CH2:55][CH2:56][CH2:57][CH2:58][CH2:59][CH2:60][CH2:61][CH2:62][CH2:63][CH2:64][CH2:65][CH2:66][CH3:67])[CH2:27][CH:22]([C:23]([O:25][CH3:26])=[O:24])[CH2:21]1)[CH2:2][CH2:3][CH2:4][CH2:5][CH2:6][CH2:7][CH2:8][CH2:9][CH2:10][CH2:11][CH2:12][CH2:13][CH2:14][CH2:15][CH2:16][CH2:17][CH3:18]. The yield is 0.820. (3) The reactants are I[C:2]1[CH:7]=[CH:6][N:5]=[C:4]2[NH:8][N:9]=[CH:10][C:3]=12.CNCCNC.[CH:17]1([S:20]([O-:22])=[O:21])[CH2:19][CH2:18]1.[Na+].C(=O)([O-])[O-].[K+].[K+]. The catalyst is CS(C)=O.[Cu]I. The product is [CH:17]1([S:20]([C:2]2[CH:7]=[CH:6][N:5]=[C:4]3[NH:8][N:9]=[CH:10][C:3]=23)(=[O:22])=[O:21])[CH2:19][CH2:18]1. The yield is 0.0900. (4) The reactants are [CH2:1]([O:3][C:4]([C:6]1[C:11](=[O:12])[N:10]([CH2:13][C:14]2[CH:19]=[CH:18][CH:17]=[C:16]([F:20])[CH:15]=2)[C:9]2[CH:21]=[CH:22][S:23][C:8]=2[C:7]=1O)=[O:5])[CH3:2].C(Cl)(=O)C([Cl:28])=O.[Na+].[Cl-]. The catalyst is CN(C=O)C. The product is [CH2:1]([O:3][C:4]([C:6]1[C:11](=[O:12])[N:10]([CH2:13][C:14]2[CH:19]=[CH:18][CH:17]=[C:16]([F:20])[CH:15]=2)[C:9]2[CH:21]=[CH:22][S:23][C:8]=2[C:7]=1[Cl:28])=[O:5])[CH3:2]. The yield is 0.870. (5) The reactants are [O:1]1[CH2:6][CH2:5][O:4][C:3](/[C:7](/[C:10]2[CH:15]=[CH:14][CH:13]=[CH:12][C:11]=2[OH:16])=[N:8]\[OH:9])=[N:2]1.[C:17](=O)([O-])[O-].[Na+].[Na+].S(OC)(OC)(=O)=O.Cl. The catalyst is CN(C)C=O. The product is [CH3:17][O:9]/[N:8]=[C:7](/[C:3]1[O:4][CH2:5][CH2:6][O:1][N:2]=1)\[C:10]1[CH:15]=[CH:14][CH:13]=[CH:12][C:11]=1[OH:16]. The yield is 0.504. (6) The product is [CH:1]([N:14]1[C:22]2[C:17](=[CH:18][C:19]([Cl:23])=[CH:20][CH:21]=2)[C:16]([CH2:24][CH2:25][S:26]([C:29]2[CH:30]=[CH:31][C:60]([C:61]([OH:64])=[O:62])=[CH:59][CH:63]=2)(=[O:28])=[O:27])=[C:15]1[CH2:45][CH2:46][NH:47][S:48]([CH2:51][C:52]1[CH:57]=[CH:56][CH:55]=[CH:54][C:53]=1[Cl:58])(=[O:50])=[O:49])([C:8]1[CH:9]=[CH:10][CH:11]=[CH:12][CH:13]=1)[C:2]1[CH:7]=[CH:6][CH:5]=[CH:4][CH:3]=1. The catalyst is CO. The yield is 0.800. The reactants are [CH:1]([N:14]1[C:22]2[C:17](=[CH:18][C:19]([Cl:23])=[CH:20][CH:21]=2)[C:16]([CH2:24][CH2:25][S:26]([C:29]2C=CC(C3C=C(C=CC=3)C(OC)=O)=[CH:31][CH:30]=2)(=[O:28])=[O:27])=[C:15]1[CH2:45][CH2:46][NH:47][S:48]([CH2:51][C:52]1[CH:57]=[CH:56][CH:55]=[CH:54][C:53]=1[Cl:58])(=[O:50])=[O:49])([C:8]1[CH:13]=[CH:12][CH:11]=[CH:10][CH:9]=1)[C:2]1[CH:7]=[CH:6][CH:5]=[CH:4][CH:3]=1.[CH2:59]1[CH2:63][O:62][CH2:61][CH2:60]1.[OH-:64].[Na+]. (7) The reactants are C([O:8][C:9]1[CH:32]=[CH:31][C:12]([CH2:13][N:14]2[C:22]([O:23][CH3:24])=[N:21][C:20]3[C:15]2=[N:16][C:17]([O:26][CH2:27][CH2:28][CH2:29][CH3:30])=[N:18][C:19]=3[NH2:25])=[CH:11][CH:10]=1)C1C=CC=CC=1. The catalyst is C1COCC1.[OH-].[OH-].[Pd+2]. The product is [CH2:27]([O:26][C:17]1[N:16]=[C:15]2[C:20]([N:21]=[C:22]([O:23][CH3:24])[N:14]2[CH2:13][C:12]2[CH:31]=[CH:32][C:9]([OH:8])=[CH:10][CH:11]=2)=[C:19]([NH2:25])[N:18]=1)[CH2:28][CH2:29][CH3:30]. The yield is 1.00. (8) The reactants are [NH2:1][CH:2]1[CH2:10][C:9]2[C:4](=[CH:5][CH:6]=[C:7]([S:11]C(=O)N(C)C)[CH:8]=2)[CH2:3]1.[OH-].[K+].Br[C:20]([CH3:29])([CH3:28])[C:21]([O:23][C:24]([CH3:27])([CH3:26])[CH3:25])=[O:22]. The catalyst is CO. The product is [C:24]([O:23][C:21](=[O:22])[C:20]([S:11][C:7]1[CH:8]=[C:9]2[C:4](=[CH:5][CH:6]=1)[CH2:3][CH:2]([NH2:1])[CH2:10]2)([CH3:29])[CH3:28])([CH3:27])([CH3:26])[CH3:25]. The yield is 0.760. (9) The reactants are [Cl:1][CH:2]([CH3:8])[CH2:3][CH2:4][C:5](Cl)=[O:6].[C:9]1([C:15]([C:18]2[CH:23]=[CH:22][CH:21]=[CH:20][CH:19]=2)=[N:16][NH2:17])[CH:14]=[CH:13][CH:12]=[CH:11][CH:10]=1.N1C=CC=CC=1.C(OCC)(=O)C. The catalyst is ClCCl. The product is [Cl:1][CH:2]([CH3:8])[CH2:3][CH2:4][C:5]([NH:17][N:16]=[C:15]([C:9]1[CH:14]=[CH:13][CH:12]=[CH:11][CH:10]=1)[C:18]1[CH:23]=[CH:22][CH:21]=[CH:20][CH:19]=1)=[O:6]. The yield is 1.00. (10) The reactants are Cl[C:2]1[C:7]([C:8]([NH:10][C:11]2[CH:16]=[CH:15][C:14]([Cl:17])=[CH:13][N:12]=2)=[O:9])=[CH:6][CH:5]=[CH:4][N:3]=1.[CH3:18][N:19]1[CH2:25][CH2:24][CH2:23][N:22]([C:26]2[CH:33]=[CH:32][C:29]([CH2:30][NH2:31])=[CH:28][CH:27]=2)[CH2:21][CH2:20]1.[OH-].[Na+]. The catalyst is CS(C)=O.O. The product is [CH3:18][N:19]1[CH2:25][CH2:24][CH2:23][N:22]([C:26]2[CH:33]=[CH:32][C:29]([CH2:30][NH:31][C:2]3[C:7]([C:8]([NH:10][C:11]4[CH:16]=[CH:15][C:14]([Cl:17])=[CH:13][N:12]=4)=[O:9])=[CH:6][CH:5]=[CH:4][N:3]=3)=[CH:28][CH:27]=2)[CH2:21][CH2:20]1. The yield is 0.0850.